Dataset: Reaction yield outcomes from USPTO patents with 853,638 reactions. Task: Predict the reaction yield, written as a fraction of the theoretical maximum amount of product (1.0 means a 100% yield; for example, 0.34 means a 34% yield). (1) The reactants are [ClH:1].[NH2:2][C@H:3]([C:6]([OH:8])=[O:7])[CH2:4][SH:5].[C:9]1([C:15](O)([CH3:17])[CH3:16])[CH:14]=[CH:13][CH:12]=[CH:11][CH:10]=1. The catalyst is Cl. The product is [ClH:1].[NH2:2][C@@H:3]([CH2:4][S:5][C:15]([CH3:17])([C:9]1[CH:14]=[CH:13][CH:12]=[CH:11][CH:10]=1)[CH3:16])[C:6]([OH:8])=[O:7]. The yield is 0.630. (2) The reactants are [CH3:1][N:2]([CH3:21])[C:3]1[CH:8]=[CH:7][C:6]([C:9]2[N:10]=[C:11]3[CH:16]=[C:15]([CH3:17])[C:14]([CH:18]=[CH2:19])=[CH:13][N:12]3[CH:20]=2)=[CH:5][CH:4]=1.B1C2CCCC1CCC2.[OH-:31].[Na+].OO. The catalyst is C1COCC1. The product is [CH3:21][N:2]([CH3:1])[C:3]1[CH:4]=[CH:5][C:6]([C:9]2[N:10]=[C:11]3[CH:16]=[C:15]([CH3:17])[C:14]([CH2:18][CH2:19][OH:31])=[CH:13][N:12]3[CH:20]=2)=[CH:7][CH:8]=1. The yield is 0.860. (3) The reactants are [NH2:1][CH2:2][CH2:3][O:4][CH2:5][CH2:6][O:7][CH2:8][CH:9]([O:18][CH2:19][C:20]([OH:22])=[O:21])[CH2:10][O:11][CH2:12][CH2:13][O:14][CH2:15][CH2:16][NH2:17].CCN([CH:29]([CH3:31])[CH3:30])C(C)C.Cl[Si](C)(C)C.[C:37](Cl)([O:39][CH2:40][CH:41]1[C:53]2[C:48](=[CH:49][CH:50]=[CH:51][CH:52]=2)[C:47]2[C:42]1=[CH:43][CH:44]=[CH:45][CH:46]=2)=[O:38].Cl. The catalyst is C(Cl)Cl. The product is [CH:52]1[C:53]2[CH:41]([CH2:40][O:39][C:37]([NH:1][CH2:2][CH2:3][O:4][CH2:5][CH2:6][O:7][CH2:8][CH:9]([O:18][CH2:19][C:20]([OH:22])=[O:21])[CH2:10][O:11][CH2:12][CH2:13][O:14][CH2:15][CH2:16][NH:17][C:37]([O:39][CH2:40][CH:30]3[C:29]4[CH:31]=[CH:51][CH:52]=[CH:53][C:41]=4[C:42]4[C:47]3=[CH:46][CH:45]=[CH:44][CH:43]=4)=[O:38])=[O:38])[C:42]3[C:47](=[CH:46][CH:45]=[CH:44][CH:43]=3)[C:48]=2[CH:49]=[CH:50][CH:51]=1. The yield is 0.420. (4) The reactants are [CH3:1][N:2]1[C:6]([CH2:7][O:8][CH2:9][C:10]2[CH:11]=[C:12]([N:16]3[C:20]4[CH:21]=[CH:22][C:23]([C:25](=O)[CH3:26])=[CH:24][C:19]=4[N:18]=[CH:17]3)[CH:13]=[CH:14][CH:15]=2)=[N:5][CH:4]=[N:3]1.[CH2:28]([O:30][NH2:31])[CH3:29]. No catalyst specified. The product is [CH2:28]([O:30][N:31]=[C:25]([C:23]1[CH:22]=[CH:21][C:20]2[N:16]([C:12]3[CH:13]=[CH:14][CH:15]=[C:10]([CH2:9][O:8][CH2:7][C:6]4[N:2]([CH3:1])[N:3]=[CH:4][N:5]=4)[CH:11]=3)[CH:17]=[N:18][C:19]=2[CH:24]=1)[CH3:26])[CH3:29]. The yield is 0.560. (5) The reactants are C([O:4][C:5]([C:7]1([C:46]([O:48]C(C)C)=[O:47])[CH2:45][C:9]2([CH:12]=[C:11]([C:13]3[C:14]([CH3:44])([CH3:43])[C@H:15]4[C@:28]([CH3:31])([CH2:29][CH:30]=3)[C@@H:27]3[C@:18]([CH3:42])([C@@:19]5([CH3:41])[C@H:24]([CH2:25][CH2:26]3)[C@H:23]3[C@H:32]([C:35]([CH3:37])=[CH2:36])[CH2:33][CH2:34][C@:22]3([C:38]([OH:40])=[O:39])[CH2:21][CH2:20]5)[CH2:17][CH2:16]4)[CH2:10]2)[CH2:8]1)=[O:6])(C)C.[OH-].[Na+].Cl. The catalyst is O1CCOCC1. The product is [C:38]([C@:22]12[CH2:34][CH2:33][C@@H:32]([C:35]([CH3:37])=[CH2:36])[C@@H:23]1[C@@H:24]1[C@@:19]([CH3:41])([CH2:20][CH2:21]2)[C@@:18]2([CH3:42])[C@@H:27]([C@:28]3([CH3:31])[C@@H:15]([CH2:16][CH2:17]2)[C:14]([CH3:44])([CH3:43])[C:13]([C:11]2[CH2:12][C:9]4([CH2:8][C:7]([C:5]([OH:6])=[O:4])([C:46]([OH:48])=[O:47])[CH2:45]4)[CH:10]=2)=[CH:30][CH2:29]3)[CH2:26][CH2:25]1)([OH:40])=[O:39]. The yield is 0.990. (6) The reactants are C([O:3][C:4]([C:6]1[CH:7]=[N:8][C:9]2[C:14]([CH:15]=1)=[N:13][C:12]([O:16][CH3:17])=[CH:11][CH:10]=2)=[O:5])C.[OH-].[Na+]. The catalyst is C(O)C. The product is [CH3:17][O:16][C:12]1[N:13]=[C:14]2[C:9](=[CH:10][CH:11]=1)[N:8]=[CH:7][C:6]([C:4]([OH:5])=[O:3])=[CH:15]2. The yield is 0.820. (7) The reactants are [Cl:1][C:2]1[CH:11]=[C:10]2[C:5]([C:6]([OH:18])=[C:7](C(OCC)=O)[C:8](=[O:12])[NH:9]2)=[CH:4][C:3]=1[C:19]1[CH:20]=[C:21]2[C:25](=[CH:26][CH:27]=1)[N:24]([CH3:28])[CH:23]=[CH:22]2.[OH-].[Na+]. The catalyst is C(O)C. The product is [Cl:1][C:2]1[CH:11]=[C:10]2[C:5]([C:6]([OH:18])=[CH:7][C:8](=[O:12])[NH:9]2)=[CH:4][C:3]=1[C:19]1[CH:20]=[C:21]2[C:25](=[CH:26][CH:27]=1)[N:24]([CH3:28])[CH:23]=[CH:22]2. The yield is 0.391. (8) The reactants are [CH3:1][C:2]([CH3:18])([N:7]1[C:15](=[O:16])[C:14]2[C:9](=[CH:10][CH:11]=[CH:12][CH:13]=2)[C:8]1=[O:17])[CH2:3][C:4]([OH:6])=O.[NH2:19][CH2:20][C:21]1[CH:26]=[CH:25][CH:24]=[CH:23][N:22]=1. The catalyst is C(Cl)Cl. The product is [N:22]1[CH:23]=[CH:24][CH:25]=[CH:26][C:21]=1[CH2:20][NH:19][C:4](=[O:6])[CH2:3][C:2]([CH3:1])([CH3:18])[N:7]1[C:15](=[O:16])[C:14]2[C:9](=[CH:10][CH:11]=[CH:12][CH:13]=2)[C:8]1=[O:17]. The yield is 0.580.